Dataset: CYP2C19 inhibition data for predicting drug metabolism from PubChem BioAssay. Task: Regression/Classification. Given a drug SMILES string, predict its absorption, distribution, metabolism, or excretion properties. Task type varies by dataset: regression for continuous measurements (e.g., permeability, clearance, half-life) or binary classification for categorical outcomes (e.g., BBB penetration, CYP inhibition). Dataset: cyp2c19_veith. The result is 0 (non-inhibitor). The molecule is Cn1c(=O)c(-c2cc(F)cc(F)c2)nc2cnc(Oc3cccc(Cl)c3)nc21.